This data is from Forward reaction prediction with 1.9M reactions from USPTO patents (1976-2016). The task is: Predict the product of the given reaction. Given the reactants [N:1]1[C:10]2[C:5](=[CH:6][C:7]([OH:11])=[CH:8][CH:9]=2)[CH:4]=[CH:3][C:2]=1O.O.N.O=P(Cl)(Cl)[Cl:17], predict the reaction product. The product is: [Cl:17][C:2]1[CH:3]=[CH:4][C:5]2[C:10](=[CH:9][CH:8]=[C:7]([OH:11])[CH:6]=2)[N:1]=1.